From a dataset of Full USPTO retrosynthesis dataset with 1.9M reactions from patents (1976-2016). Predict the reactants needed to synthesize the given product. (1) Given the product [Br:1][C:2]1[CH:3]=[C:4]2[C:9](=[CH:10][CH:11]=1)[N:8]([CH2:34][CH2:33][CH2:32][CH2:31][NH:30][C:23](=[O:24])[O:25][C:26]([CH3:29])([CH3:28])[CH3:27])[C:7](=[O:12])[CH:6]=[CH:5]2, predict the reactants needed to synthesize it. The reactants are: [Br:1][C:2]1[CH:3]=[C:4]2[C:9](=[CH:10][CH:11]=1)[NH:8][C:7](=[O:12])[CH:6]=[CH:5]2.C[Si]([N-][Si](C)(C)C)(C)C.[Na+].[C:23]([NH:30][CH2:31][CH2:32][CH2:33][CH2:34]Br)([O:25][C:26]([CH3:29])([CH3:28])[CH3:27])=[O:24]. (2) Given the product [CH2:1]([O:8][CH2:9][CH2:10][NH:11][C:12]1[N:13]=[C:14]([O:23][CH3:24])[C:15]([NH2:20])=[C:16]([O:18][CH3:19])[N:17]=1)[C:2]1[CH:7]=[CH:6][CH:5]=[CH:4][CH:3]=1, predict the reactants needed to synthesize it. The reactants are: [CH2:1]([O:8][CH2:9][CH2:10][NH:11][C:12]1[N:17]=[C:16]([O:18][CH3:19])[C:15]([N+:20]([O-])=O)=[C:14]([O:23][CH3:24])[N:13]=1)[C:2]1[CH:7]=[CH:6][CH:5]=[CH:4][CH:3]=1.